This data is from NCI-60 drug combinations with 297,098 pairs across 59 cell lines. The task is: Regression. Given two drug SMILES strings and cell line genomic features, predict the synergy score measuring deviation from expected non-interaction effect. Drug 1: CCC1(CC2CC(C3=C(CCN(C2)C1)C4=CC=CC=C4N3)(C5=C(C=C6C(=C5)C78CCN9C7C(C=CC9)(C(C(C8N6C=O)(C(=O)OC)O)OC(=O)C)CC)OC)C(=O)OC)O.OS(=O)(=O)O. Drug 2: CS(=O)(=O)OCCCCOS(=O)(=O)C. Cell line: OVCAR-4. Synergy scores: CSS=-0.218, Synergy_ZIP=2.40, Synergy_Bliss=2.48, Synergy_Loewe=-3.21, Synergy_HSA=-2.75.